Task: Predict the reactants needed to synthesize the given product.. Dataset: Full USPTO retrosynthesis dataset with 1.9M reactions from patents (1976-2016) (1) Given the product [CH2:1]([C:5]1[N:6]=[C:7]([CH3:27])[N:8]([C:34]2[CH:33]=[C:32]3[C:37](=[CH:36][CH:35]=2)[CH:29]([OH:28])[CH2:30][CH2:31]3)[C:9](=[O:26])[C:10]=1[CH2:11][C:12]1[CH:17]=[CH:16][C:15]([C:18]2[CH:23]=[CH:22][CH:21]=[CH:20][C:19]=2[C:24]2[NH:43][C:54](=[O:56])[O:57][N:25]=2)=[CH:14][CH:13]=1)[CH2:2][CH2:3][CH3:4], predict the reactants needed to synthesize it. The reactants are: [CH2:1]([C:5]1[N:6]=[C:7]([CH3:27])[NH:8][C:9](=[O:26])[C:10]=1[CH2:11][C:12]1[CH:17]=[CH:16][C:15]([C:18]2[C:19]([C:24]#[N:25])=[CH:20][CH:21]=[CH:22][CH:23]=2)=[CH:14][CH:13]=1)[CH2:2][CH2:3][CH3:4].[O:28]=[C:29]1[C:37]2[C:32](=[CH:33][C:34](B(O)O)=[CH:35][CH:36]=2)[CH2:31][CH2:30]1.C([N:43](CC)CC)C.N1C=CC=CC=1.[C:54]([O:57]CC)(=[O:56])C. (2) The reactants are: CS(O[CH2:6][CH2:7][O:8][C:9]1[CH:14]=[CH:13][C:12]([CH:15]2[CH2:20][CH2:19][N:18]([C:21]3[CH:22]=[CH:23][C:24]4[N:25]([C:27]([C:30]([F:33])([F:32])[F:31])=[N:28][N:29]=4)[N:26]=3)[CH2:17][CH2:16]2)=[CH:11][CH:10]=1)(=O)=O.[Br-:34].[Li+]. Given the product [Br:34][CH2:6][CH2:7][O:8][C:9]1[CH:14]=[CH:13][C:12]([CH:15]2[CH2:20][CH2:19][N:18]([C:21]3[CH:22]=[CH:23][C:24]4[N:25]([C:27]([C:30]([F:33])([F:32])[F:31])=[N:28][N:29]=4)[N:26]=3)[CH2:17][CH2:16]2)=[CH:11][CH:10]=1, predict the reactants needed to synthesize it. (3) Given the product [Cl:29][C:30]1[C:35]([F:36])=[CH:34][C:33]([F:37])=[C:32]([S:38]([N:6]([CH2:5][C:4]2[CH:13]=[CH:14][C:15]([O:17][CH3:18])=[CH:16][C:3]=2[O:2][CH3:1])[C:7]2[N:8]=[CH:9][CH:10]=[CH:11][N:12]=2)(=[O:40])=[O:39])[CH:31]=1, predict the reactants needed to synthesize it. The reactants are: [CH3:1][O:2][C:3]1[CH:16]=[C:15]([O:17][CH3:18])[CH:14]=[CH:13][C:4]=1[CH2:5][NH:6][C:7]1[N:12]=[CH:11][CH:10]=[CH:9][N:8]=1.C[Si]([N-][Si](C)(C)C)(C)C.[Li+].[Cl:29][C:30]1[CH:31]=[C:32]([S:38](Cl)(=[O:40])=[O:39])[C:33]([F:37])=[CH:34][C:35]=1[F:36]. (4) Given the product [CH2:16]([N:10]1[C:9](=[O:23])[C:8]2[CH:7]=[N:6][C:5]([C:3]([NH:24][CH2:25][CH2:26][CH2:27][CH2:28][C:29]([OH:31])=[O:30])=[O:4])=[C:14]([OH:15])[C:13]=2[CH:12]=[CH:11]1)[C:17]1[CH:18]=[CH:19][CH:20]=[CH:21][CH:22]=1, predict the reactants needed to synthesize it. The reactants are: CO[C:3]([C:5]1[N:6]=[CH:7][C:8]2[C:9](=[O:23])[N:10]([CH2:16][C:17]3[CH:22]=[CH:21][CH:20]=[CH:19][CH:18]=3)[CH:11]=[CH:12][C:13]=2[C:14]=1[OH:15])=[O:4].[NH2:24][CH2:25][CH2:26][CH2:27][CH2:28][C:29]([OH:31])=[O:30].C[O-].[Na+].